This data is from Forward reaction prediction with 1.9M reactions from USPTO patents (1976-2016). The task is: Predict the product of the given reaction. (1) Given the reactants C(OC(=O)[NH:7][C:8]1[CH:13]=[C:12]([N:14]([CH2:16][CH:17]2[CH2:19][CH2:18]2)[CH3:15])[C:11]([C:20]([F:23])([F:22])[F:21])=[CH:10][C:9]=1[NH:24][C:25](=[O:48])[CH2:26][C:27](=O)[C:28]1[CH:33]=[CH:32][CH:31]=[C:30]([N:34]2[C:38]([CH2:39][O:40]C3CCCCO3)=[CH:37][N:36]=[N:35]2)[CH:29]=1)(C)(C)C.C(O)(C(F)(F)F)=O, predict the reaction product. The product is: [CH:17]1([CH2:16][N:14]([CH3:15])[C:12]2[C:11]([C:20]([F:21])([F:23])[F:22])=[CH:10][C:9]3[NH:24][C:25](=[O:48])[CH2:26][C:27]([C:28]4[CH:33]=[CH:32][CH:31]=[C:30]([N:34]5[C:38]([CH2:39][OH:40])=[CH:37][N:36]=[N:35]5)[CH:29]=4)=[N:7][C:8]=3[CH:13]=2)[CH2:18][CH2:19]1. (2) Given the reactants [Cl:1][C:2]1[C:3]([O:12][C:13]2[CH:18]=[C:17]([O:19][CH:20]([CH3:22])[CH3:21])[CH:16]=[CH:15][C:14]=2[CH2:23][CH2:24][CH2:25][OH:26])=[N:4][CH:5]=[C:6]([C:8]([F:11])([F:10])[F:9])[CH:7]=1.[CH3:27][N:28]1[CH:32]=[C:31]([CH2:33][C:34]([O:36]C)=[O:35])[C:30](O)=[N:29]1.C(P(CCCC)CCCC)CCC.N(C(N1CCCCC1)=O)=NC(N1CCCCC1)=O.O1CCCC1CO.[OH-].[Na+].Cl, predict the reaction product. The product is: [Cl:1][C:2]1[C:3]([O:12][C:13]2[CH:18]=[C:17]([O:19][CH:20]([CH3:21])[CH3:22])[CH:16]=[CH:15][C:14]=2[CH2:23][CH2:24][CH2:25][O:26][C:30]2[C:31]([CH2:33][C:34]([OH:36])=[O:35])=[CH:32][N:28]([CH3:27])[N:29]=2)=[N:4][CH:5]=[C:6]([C:8]([F:11])([F:10])[F:9])[CH:7]=1. (3) Given the reactants [Cl:1][C:2]1[CH:7]=[CH:6][C:5](Br)=[C:4]([CH3:9])[N:3]=1.[Li]CCCC.CN([CH:18]=[O:19])C, predict the reaction product. The product is: [Cl:1][C:2]1[N:3]=[C:4]([CH3:9])[C:5]([CH:18]=[O:19])=[CH:6][CH:7]=1. (4) Given the reactants [NH:1]1[C:9]2[CH:8]=[CH:7][N:6]=[CH:5][C:4]=2[CH:3]=[C:2]1[C:10]([OH:12])=O.[NH2:13][CH2:14][CH2:15][CH2:16][CH2:17][CH:18]1[CH2:23][CH2:22][N:21]([C:24]([C:26]2[CH:31]=[CH:30][CH:29]=[CH:28][CH:27]=2)=[O:25])[CH2:20][CH2:19]1.C1C(CCCCNC(/C=C/C2C=CC=NC=2)=O)CCN(C(C2C=CC=CC=2)=O)C1.C1N=C(N)C2N=CN([C@@H]3O[C@H](COP(OP(OC[C@H]4O[C@@H](N5C=C(C(N)=O)CC=C5)[C@H](O)[C@@H]4O)(O)=O)(O)=O)[C@@H](O)[C@H]3O)C=2N=1.F[P-](F)(F)(F)(F)F.N1(OC(N(C)C)=[N+](C)C)C2N=CC=CC=2N=N1.C(N(C(C)C)CC)(C)C, predict the reaction product. The product is: [C:24]([N:21]1[CH2:22][CH2:23][CH:18]([CH2:17][CH2:16][CH2:15][CH2:14][NH:13][C:10]([C:2]2[NH:1][C:9]3[CH:8]=[CH:7][N:6]=[CH:5][C:4]=3[CH:3]=2)=[O:12])[CH2:19][CH2:20]1)(=[O:25])[C:26]1[CH:27]=[CH:28][CH:29]=[CH:30][CH:31]=1. (5) Given the reactants C([O:3][C:4]([CH2:6][CH2:7][C:8]1[C:13]([O:14][CH2:15][CH2:16][CH2:17][C:18]([O:20]CC)=[O:19])=[CH:12][CH:11]=[CH:10][C:9]=1[CH2:23][CH2:24][CH2:25][CH2:26][CH2:27][CH2:28][O:29][C:30]1[CH:31]=[C:32]([C:43]([OH:45])=O)[CH:33]=[C:34]([C:36]2[CH:41]=[CH:40][CH:39]=[C:38]([F:42])[CH:37]=2)[CH:35]=1)=[O:5])C.[CH3:46][N:47]1[CH2:53][CH2:52][CH2:51][NH:50][CH2:49][CH2:48]1, predict the reaction product. The product is: [C:4]([CH2:6][CH2:7][C:8]1[C:9]([CH2:23][CH2:24][CH2:25][CH2:26][CH2:27][CH2:28][O:29][C:30]2[CH:35]=[C:34]([C:36]3[CH:41]=[CH:40][CH:39]=[C:38]([F:42])[CH:37]=3)[CH:33]=[C:32]([C:43]([N:50]3[CH2:51][CH2:52][CH2:53][N:47]([CH3:46])[CH2:48][CH2:49]3)=[O:45])[CH:31]=2)=[CH:10][CH:11]=[CH:12][C:13]=1[O:14][CH2:15][CH2:16][CH2:17][C:18]([OH:20])=[O:19])([OH:3])=[O:5]. (6) Given the reactants C([O:4][C@H:5]1[CH2:22][CH2:21][C@@:20]2([CH3:23])[C@@H:7]([CH2:8][CH2:9][C@:10]3([CH3:49])[C@@H:19]2[CH2:18][CH2:17][C@H:16]2[C@@:11]3([CH3:48])[CH2:12][CH2:13][C@@:14]3([C:30]([NH:32][C@@H:33]4[CH2:36][C@H:35]([C:37]([NH:39][CH2:40][CH2:41][C:42]([O:44]C)=[O:43])=[O:38])[C:34]4([CH3:47])[CH3:46])=[O:31])[CH2:26][CH2:25][C@@H:24]([C:27]([CH3:29])=[CH2:28])[C@@H:15]32)[C:6]1([CH3:51])[CH3:50])(=O)C, predict the reaction product. The product is: [OH:4][C@H:5]1[CH2:22][CH2:21][C@@:20]2([CH3:23])[C@@H:7]([CH2:8][CH2:9][C@:10]3([CH3:49])[C@@H:19]2[CH2:18][CH2:17][C@H:16]2[C@@:11]3([CH3:48])[CH2:12][CH2:13][C@@:14]3([C:30]([NH:32][C@@H:33]4[CH2:36][C@H:35]([C:37]([NH:39][CH2:40][CH2:41][C:42]([OH:44])=[O:43])=[O:38])[C:34]4([CH3:47])[CH3:46])=[O:31])[CH2:26][CH2:25][C@@H:24]([C:27]([CH3:29])=[CH2:28])[C@@H:15]32)[C:6]1([CH3:51])[CH3:50]. (7) Given the reactants [F:1][C:2]1[CH:3]=[C:4]([OH:11])[CH:5]=[CH:6][C:7]=1[N+:8]([O-:10])=[O:9].O[CH2:13][C@@H:14]([NH:16][C:17](=[O:23])[O:18][C:19]([CH3:22])([CH3:21])[CH3:20])[CH3:15].C1(P(C2C=CC=CC=2)C2C=CC=CC=2)C=CC=CC=1.N(C(OC(C)C)=O)=NC(OC(C)C)=O, predict the reaction product. The product is: [F:1][C:2]1[CH:3]=[C:4]([CH:5]=[CH:6][C:7]=1[N+:8]([O-:10])=[O:9])[O:11][CH2:15][C@@H:14]([NH:16][C:17](=[O:23])[O:18][C:19]([CH3:20])([CH3:22])[CH3:21])[CH3:13]. (8) Given the reactants [CH3:1][O:2][C:3]([C:5]1[C:6]2[CH:7]=[N:8][NH:9][C:10]=2[CH:11]=[C:12]([Br:14])[CH:13]=1)=[O:4].[CH2:15](Br)[CH2:16][CH3:17], predict the reaction product. The product is: [CH3:1][O:2][C:3]([C:5]1[C:6]2[CH:7]=[N:8][N:9]([CH2:15][CH2:16][CH3:17])[C:10]=2[CH:11]=[C:12]([Br:14])[CH:13]=1)=[O:4].[CH3:1][O:2][C:3]([C:5]1[C:6]2[C:10]([CH:11]=[C:12]([Br:14])[CH:13]=1)=[N:9][N:8]([CH2:15][CH2:16][CH3:17])[CH:7]=2)=[O:4].